From a dataset of Merck oncology drug combination screen with 23,052 pairs across 39 cell lines. Regression. Given two drug SMILES strings and cell line genomic features, predict the synergy score measuring deviation from expected non-interaction effect. (1) Drug 1: O=S1(=O)NC2(CN1CC(F)(F)F)C1CCC2Cc2cc(C=CCN3CCC(C(F)(F)F)CC3)ccc2C1. Drug 2: CNC(=O)c1cc(Oc2ccc(NC(=O)Nc3ccc(Cl)c(C(F)(F)F)c3)cc2)ccn1. Cell line: A2780. Synergy scores: synergy=5.06. (2) Drug 1: CCN(CC)CCNC(=O)c1c(C)[nH]c(C=C2C(=O)Nc3ccc(F)cc32)c1C. Drug 2: CCC1(O)C(=O)OCc2c1cc1n(c2=O)Cc2cc3c(CN(C)C)c(O)ccc3nc2-1. Cell line: MDAMB436. Synergy scores: synergy=-6.77. (3) Drug 1: COc1cccc2c1C(=O)c1c(O)c3c(c(O)c1C2=O)CC(O)(C(=O)CO)CC3OC1CC(N)C(O)C(C)O1. Drug 2: N#Cc1ccc(Cn2cncc2CN2CCN(c3cccc(Cl)c3)C(=O)C2)cc1. Cell line: COLO320DM. Synergy scores: synergy=-15.5. (4) Drug 1: NC1(c2ccc(-c3nc4ccn5c(=O)[nH]nc5c4cc3-c3ccccc3)cc2)CCC1. Drug 2: C#Cc1cccc(Nc2ncnc3cc(OCCOC)c(OCCOC)cc23)c1. Cell line: SKMES1. Synergy scores: synergy=55.9. (5) Drug 1: CC(=O)OC1C(=O)C2(C)C(O)CC3OCC3(OC(C)=O)C2C(OC(=O)c2ccccc2)C2(O)CC(OC(=O)C(O)C(NC(=O)c3ccccc3)c3ccccc3)C(C)=C1C2(C)C. Drug 2: COC1CC2CCC(C)C(O)(O2)C(=O)C(=O)N2CCCCC2C(=O)OC(C(C)CC2CCC(OP(C)(C)=O)C(OC)C2)CC(=O)C(C)C=C(C)C(O)C(OC)C(=O)C(C)CC(C)C=CC=CC=C1C. Cell line: ZR751. Synergy scores: synergy=44.6. (6) Drug 1: COc1cccc2c1C(=O)c1c(O)c3c(c(O)c1C2=O)CC(O)(C(=O)CO)CC3OC1CC(N)C(O)C(C)O1. Drug 2: CS(=O)(=O)CCNCc1ccc(-c2ccc3ncnc(Nc4ccc(OCc5cccc(F)c5)c(Cl)c4)c3c2)o1. Cell line: SKMES1. Synergy scores: synergy=4.30. (7) Drug 1: N#Cc1ccc(Cn2cncc2CN2CCN(c3cccc(Cl)c3)C(=O)C2)cc1. Drug 2: CCc1cnn2c(NCc3ccc[n+]([O-])c3)cc(N3CCCCC3CCO)nc12. Cell line: T47D. Synergy scores: synergy=-11.0.